This data is from Forward reaction prediction with 1.9M reactions from USPTO patents (1976-2016). The task is: Predict the product of the given reaction. Given the reactants [NH2:1][C:2]1[CH:7]=[CH:6][CH:5]=[CH:4][N:3]=1.Br[CH2:9][C:10](=O)[CH2:11][CH3:12].C(OC(N1CCC(CC(Br)=O)CC1)=O)(C)(C)C, predict the reaction product. The product is: [CH2:11]([C:10]1[N:1]=[C:2]2[CH:7]=[CH:6][CH:5]=[CH:4][N:3]2[CH:9]=1)[CH3:12].